Predict the product of the given reaction. From a dataset of Forward reaction prediction with 1.9M reactions from USPTO patents (1976-2016). (1) Given the reactants [OH-].[Na+].[CH3:3][S:4]([C:7]1[CH:8]=[C:9]([CH:31]=[CH:32][CH:33]=1)[CH2:10][C:11]1[S:12][C:13]2[C:19]([C:20]3[CH:21]=[C:22]([CH:28]=[CH:29][CH:30]=3)[C:23](OCC)=[O:24])=[CH:18][CH:17]=[CH:16][C:14]=2[CH:15]=1)(=[O:6])=[O:5].Cl.Cl.[NH2:36][CH2:37][C:38]([NH2:40])=[O:39].CCN=C=NCCCN(C)C.C1C=CC2N(O)N=NC=2C=1.C(N(CC)CC)C, predict the reaction product. The product is: [NH2:40][C:38](=[O:39])[CH2:37][NH:36][C:23](=[O:24])[C:22]1[CH:28]=[CH:29][CH:30]=[C:20]([C:19]2[C:13]3[S:12][C:11]([CH2:10][C:9]4[CH:31]=[CH:32][CH:33]=[C:7]([S:4]([CH3:3])(=[O:5])=[O:6])[CH:8]=4)=[CH:15][C:14]=3[CH:16]=[CH:17][CH:18]=2)[CH:21]=1. (2) The product is: [OH:23][CH:19]([C:16]1[CH:17]=[CH:18][C:13]([O:12][CH2:11][C:10]2[CH:29]=[CH:30][C:7]([O:6][CH2:5]/[C:4](=[N:3]\[O:2][CH3:1])/[C:31]3[CH:32]=[CH:33][CH:34]=[CH:35][CH:36]=3)=[CH:8][CH:9]=2)=[CH:14][CH:15]=1)[CH:20]([S:50][C:44]1[CH:49]=[CH:48][CH:47]=[CH:46][CH:45]=1)[C:25]([O:27][CH2:28][CH3:37])=[O:26]. Given the reactants [CH3:1][O:2]/[N:3]=[C:4](/[C:31]1[CH:36]=[CH:35][CH:34]=[CH:33][CH:32]=1)\[CH2:5][O:6][C:7]1[CH:30]=[CH:29][C:10]([CH2:11][O:12][C:13]2[CH:18]=[CH:17][C:16]([CH:19]3[O:23]C(=O)O[CH:20]3[C:25]([O:27][CH3:28])=[O:26])=[CH:15][CH:14]=2)=[CH:9][CH:8]=1.[CH2:37](N(CC)CC)C.[C:44]1([SH:50])[CH:49]=[CH:48][CH:47]=[CH:46][CH:45]=1, predict the reaction product.